This data is from Catalyst prediction with 721,799 reactions and 888 catalyst types from USPTO. The task is: Predict which catalyst facilitates the given reaction. (1) Reactant: [N+:1]([C:4]1[CH:12]=[CH:11][CH:10]=[C:9]2[C:5]=1[CH2:6][N:7]([CH2:14][CH2:15][CH:16]1[CH2:21][CH2:20][N:19]([C:22]([O:24][C:25]([CH3:28])([CH3:27])[CH3:26])=[O:23])[CH2:18][CH2:17]1)[C:8]2=[O:13])([O-])=O. Product: [NH2:1][C:4]1[CH:12]=[CH:11][CH:10]=[C:9]2[C:5]=1[CH2:6][N:7]([CH2:14][CH2:15][CH:16]1[CH2:21][CH2:20][N:19]([C:22]([O:24][C:25]([CH3:28])([CH3:27])[CH3:26])=[O:23])[CH2:18][CH2:17]1)[C:8]2=[O:13]. The catalyst class is: 19. (2) Reactant: [NH2:1][C:2]1[N:7]=[C:6]([OH:8])[CH:5]=[CH:4][C:3]=1[Br:9].N[C:11]1N=C(O)C=CC=1.BrBr. Product: [Br:9][C:3]1[C:2]([NH2:1])=[N:7][C:6]([O:8][CH3:11])=[CH:5][CH:4]=1. The catalyst class is: 86.